Predict the reactants needed to synthesize the given product. From a dataset of Full USPTO retrosynthesis dataset with 1.9M reactions from patents (1976-2016). (1) Given the product [Br:13][C:14]1[CH:19]=[CH:18][C:17]([C:6](=[O:12])[C:7]([O:9][CH2:10][CH3:11])=[O:8])=[C:16]([CH3:20])[CH:15]=1, predict the reactants needed to synthesize it. The reactants are: [Al+3].[Cl-].[Cl-].[Cl-].Cl[C:6](=[O:12])[C:7]([O:9][CH2:10][CH3:11])=[O:8].[Br:13][C:14]1[CH:15]=[C:16]([CH3:20])[CH:17]=[CH:18][CH:19]=1.[Cl-].[NH4+]. (2) Given the product [CH2:18]([CH:2]1[CH2:3][CH2:4][CH2:5][O:6][C:1]1=[O:7])[CH2:17][CH2:16][CH2:15][CH2:14][CH2:13][CH2:12][CH2:11][CH:10]=[CH2:9], predict the reactants needed to synthesize it. The reactants are: [C:1]1(=[O:7])[O:6][CH2:5][CH2:4][CH2:3][CH2:2]1.Br[CH2:9][CH2:10][CH2:11][CH2:12][CH2:13][CH2:14][CH2:15][CH2:16][CH:17]=[CH2:18].C1(=O)OCC1.C([NH-])C=C. (3) The reactants are: [C:1]([C:5]1[N:6]=[C:7]([N:16]2[CH2:20][CH2:19][C:18]([F:22])([F:21])[CH2:17]2)[C:8]2[C:9](=[N:11][N:12]([CH2:14][CH3:15])[N:13]=2)[N:10]=1)([CH3:4])([CH3:3])[CH3:2].C(C1N=C(N2CCC(F)(F)C2)C2N=NNC=2N=1)(C)(C)C.Br.BrCC1[C:51]([Cl:52])=[C:50]([Cl:53])[CH:49]=[CH:48][N:47]=1. Given the product [C:1]([C:5]1[N:6]=[C:7]([N:16]2[CH2:20][CH2:19][C:18]([F:21])([F:22])[CH2:17]2)[C:8]2[C:9](=[N:11][N:12]([CH2:14][C:15]3[C:51]([Cl:52])=[C:50]([Cl:53])[CH:49]=[CH:48][N:47]=3)[N:13]=2)[N:10]=1)([CH3:2])([CH3:3])[CH3:4], predict the reactants needed to synthesize it. (4) Given the product [CH2:22]([O:13][C:11](=[O:12])[C:10]([NH:45][C:40]([C:37]1[N:38]=[N:39][C:34]([Cl:33])=[CH:35][CH:36]=1)=[O:42])([OH:14])[CH2:9][CH2:15][C:16]1[CH:17]=[CH:18][CH:19]=[CH:20][CH:21]=1)[CH2:23][CH2:24][CH3:25], predict the reactants needed to synthesize it. The reactants are: C(OC(N[C@H:9]([CH2:15][C:16]1[CH:21]=[CH:20][CH:19]=[CH:18][CH:17]=1)[C@@H:10]([OH:14])[C:11]([OH:13])=[O:12])=O)(C)(C)C.[CH2:22](O)[CH2:23][CH2:24][CH3:25].O1CCOCC1.[Cl:33][C:34]1[N:39]=[N:38][C:37]([C:40]([OH:42])=O)=[CH:36][CH:35]=1.CC[N:45](C(C)C)C(C)C.CN(C(ON1N=NC2C=CC=NC1=2)=[N+](C)C)C.F[P-](F)(F)(F)(F)F. (5) Given the product [F:40][C:37]1[CH:36]=[CH:35][C:34]([C:20]2[S:19][CH:18]([C:13]3[CH:14]=[CH:15][CH:16]=[CH:17][C:12]=3[O:11][CH2:10][C:6]3[O:7][CH:8]=[CH:9][C:5]=3[C:3]([OH:4])=[O:2])[N:22]([C:23](=[O:33])[C:24]3[C:29]([F:30])=[CH:28][C:27]([F:31])=[CH:26][C:25]=3[F:32])[N:21]=2)=[CH:39][CH:38]=1, predict the reactants needed to synthesize it. The reactants are: C[O:2][C:3]([C:5]1[CH:9]=[CH:8][O:7][C:6]=1[CH2:10][O:11][C:12]1[CH:17]=[CH:16][CH:15]=[CH:14][C:13]=1[CH:18]1[N:22]([C:23](=[O:33])[C:24]2[C:29]([F:30])=[CH:28][C:27]([F:31])=[CH:26][C:25]=2[F:32])[N:21]=[C:20]([C:34]2[CH:39]=[CH:38][C:37]([F:40])=[CH:36][CH:35]=2)[S:19]1)=[O:4].[Li+].[OH-].Cl. (6) Given the product [CH3:1][O:2][C:3](=[O:18])[C:4]1[CH:9]=[C:8]([NH2:10])[CH:7]=[CH:6][C:5]=1[CH2:13][C:14]([O:16][CH3:17])=[O:15], predict the reactants needed to synthesize it. The reactants are: [CH3:1][O:2][C:3](=[O:18])[C:4]1[CH:9]=[C:8]([N+:10]([O-])=O)[CH:7]=[CH:6][C:5]=1[CH2:13][C:14]([O:16][CH3:17])=[O:15].Cl[Sn]Cl. (7) Given the product [Cl:1][C:2]1[CH:3]=[C:4]([NH:10][C:11]2[CH:16]=[CH:15][C:14]([CH:17]3[CH2:22][CH2:21][N:20]([CH2:23][CH3:24])[CH2:19][CH2:18]3)=[CH:13][N:12]=2)[C:5](=[O:9])[N:6]([CH3:8])[N:7]=1, predict the reactants needed to synthesize it. The reactants are: [Cl:1][C:2]1[CH:3]=[C:4]([NH:10][C:11]2[CH:16]=[CH:15][C:14]([CH:17]3[CH2:22][CH2:21][NH:20][CH2:19][CH2:18]3)=[CH:13][N:12]=2)[C:5](=[O:9])[N:6]([CH3:8])[N:7]=1.[CH:23](=O)[CH3:24].C(O)(=O)C.C(O[BH-](OC(=O)C)OC(=O)C)(=O)C.[Na+].C([O-])(O)=O.[Na+]. (8) Given the product [CH3:32][S:29]([O:28][CH2:27][C:8]1([CH2:18][O:19][S:29]([CH3:32])(=[O:30])=[O:28])[O:7][CH:6]([O:51][CH3:50])[C@H:5]([OH:4])[C@@H:9]1[O:10][CH2:11][C:12]1[CH:13]=[CH:14][C:15]([O:45][CH3:42])=[CH:16][CH:17]=1)(=[O:31])=[O:30], predict the reactants needed to synthesize it. The reactants are: C([O:4][C@@H:5]1[C@H:9]([O:10][CH2:11][C:12]2[CH:17]=[CH:16][CH:15]=[CH:14][CH:13]=2)[C@@:8]([CH2:27][O:28][S:29]([CH3:32])(=[O:31])=[O:30])([CH2:18][O:19]CC2C=CC=CC=2)[O:7][C@H:6]1N1C=C(C)C(=O)NC1=S)(=O)C.[C:42]([O-:45])(O)=O.[Na+].C(Cl)Cl.[CH3:50][OH:51]. (9) Given the product [CH2:1]([O:3][C:4](=[O:20])[CH2:5][C:6]1[C:15]2[C:10](=[CH:11][CH:12]=[C:13]([O:16][CH3:17])[CH:14]=2)[CH2:9][CH2:8][C:7]=1[Cl:18])[CH3:2], predict the reactants needed to synthesize it. The reactants are: [CH2:1]([O:3][C:4](=[O:20])[CH2:5][C:6]1(O)[C:15]2[C:10](=[CH:11][CH:12]=[C:13]([O:16][CH3:17])[CH:14]=2)[CH2:9][CH2:8][CH:7]1[Cl:18])[CH3:2].FC(F)(F)S(OS(C(F)(F)F)(=O)=O)(=O)=O.Cl. (10) Given the product [F:8][C:6]1[CH:5]=[CH:4][C:3]([N+:9]([O-:11])=[O:10])=[C:2]([S:13]([OH:15])(=[O:14])=[O:12])[CH:7]=1, predict the reactants needed to synthesize it. The reactants are: F[C:2]1[CH:7]=[C:6]([F:8])[CH:5]=[CH:4][C:3]=1[N+:9]([O-:11])=[O:10].[O-:12][S:13]([O-:15])=[O:14].[Na+].[Na+].O.